Dataset: Reaction yield outcomes from USPTO patents with 853,638 reactions. Task: Predict the reaction yield, written as a fraction of the theoretical maximum amount of product (1.0 means a 100% yield; for example, 0.34 means a 34% yield). (1) The reactants are [CH:1]([O:4][C:5]([N:7]1[C:16]2[C:11](=[CH:12][C:13]([C:17]([F:20])([F:19])[F:18])=[CH:14][CH:15]=2)[C@H:10]([N:21]([C:37]2[N:38]=[N:39][N:40]([CH:42]3[CH2:45][N:44](C(C4C=CC=CC=4)C4C=CC=CC=4)[CH2:43]3)[N:41]=2)[CH2:22][C:23]2[CH:28]=[C:27]([C:29]([F:32])([F:31])[F:30])[CH:26]=[C:25]([C:33]([F:36])([F:35])[F:34])[CH:24]=2)[CH2:9][C@@H:8]1[CH3:59])=[O:6])([CH3:3])[CH3:2]. The catalyst is CO.[Pd]. The product is [CH:1]([O:4][C:5]([N:7]1[C:16]2[C:11](=[CH:12][C:13]([C:17]([F:19])([F:20])[F:18])=[CH:14][CH:15]=2)[C@H:10]([N:21]([C:37]2[N:38]=[N:39][N:40]([CH:42]3[CH2:43][NH:44][CH2:45]3)[N:41]=2)[CH2:22][C:23]2[CH:28]=[C:27]([C:29]([F:30])([F:31])[F:32])[CH:26]=[C:25]([C:33]([F:35])([F:36])[F:34])[CH:24]=2)[CH2:9][C@@H:8]1[CH3:59])=[O:6])([CH3:3])[CH3:2]. The yield is 0.780. (2) The reactants are [C:1]1([C:7]2[CH:12]=[CH:11][N:10]=[CH:9][CH:8]=2)[CH:6]=[CH:5][CH:4]=[CH:3][CH:2]=1.B1([O-])O[O:14]1.O.O.O.O.[Na+].S([O-])([O-])(=O)=S.[Na+].[Na+]. The catalyst is C(OCC)(=O)C. The product is [C:1]1([C:7]2[CH:8]=[CH:9][N+:10]([O-:14])=[CH:11][CH:12]=2)[CH:2]=[CH:3][CH:4]=[CH:5][CH:6]=1. The yield is 0.630. (3) The reactants are O.[C:2]([O:8][CH2:9][C:10]([F:16])([F:15])[S:11]([O-:14])(=[O:13])=[O:12])(=[O:7])[C:3]([CH3:6])([CH3:5])[CH3:4].[Na+].[I-].[C:19]1([S+:25]([C:32]2[CH:37]=[CH:36][CH:35]=[CH:34][CH:33]=2)[C:26]2[CH:31]=[CH:30][CH:29]=[CH:28][CH:27]=2)[CH:24]=[CH:23][CH:22]=[CH:21][CH:20]=1. The catalyst is ClCCl. The product is [C:2]([O:8][CH2:9][C:10]([F:16])([F:15])[S:11]([O-:14])(=[O:12])=[O:13])(=[O:7])[C:3]([CH3:6])([CH3:5])[CH3:4].[C:32]1([S+:25]([C:19]2[CH:20]=[CH:21][CH:22]=[CH:23][CH:24]=2)[C:26]2[CH:31]=[CH:30][CH:29]=[CH:28][CH:27]=2)[CH:33]=[CH:34][CH:35]=[CH:36][CH:37]=1. The yield is 0.950. (4) The reactants are [O:1]1[CH:5]=[CH:4][C:3]([C:6](=[O:32])[CH2:7][CH2:8][C:9]2([C:30]#[N:31])[CH2:16][C:15]3[C:10]2=[CH:11][C:12]([O:19][Si:20]([CH:27]([CH3:29])[CH3:28])([CH:24]([CH3:26])[CH3:25])[CH:21]([CH3:23])[CH3:22])=[C:13]([O:17][CH3:18])[CH:14]=3)=[CH:2]1.[CH2:33](O)[CH2:34][OH:35].CC1C=CC(S(O)(=O)=O)=CC=1.C([O-])(O)=O.[Na+]. The catalyst is C1C=CC=CC=1. The product is [O:1]1[CH:5]=[CH:4][C:3]([C:6]2([CH2:7][CH2:8][C:9]3([C:30]#[N:31])[CH2:16][C:15]4[C:10]3=[CH:11][C:12]([O:19][Si:20]([CH:27]([CH3:29])[CH3:28])([CH:24]([CH3:25])[CH3:26])[CH:21]([CH3:22])[CH3:23])=[C:13]([O:17][CH3:18])[CH:14]=4)[O:35][CH2:34][CH2:33][O:32]2)=[CH:2]1. The yield is 0.870. (5) The reactants are C[Mg]Br.[C:4]([C:6]1[CH:7]=[C:8]2[C:12](=[CH:13][CH:14]=1)[N:11]([S:15]([C:18]1[CH:23]=[CH:22][C:21]([CH3:24])=[CH:20][CH:19]=1)(=[O:17])=[O:16])[CH:10]=[C:9]2[C@@H:25]1[CH2:27][C@H:26]1[C:28](N(OC)C)=[O:29])#[N:5].[CH2:34]1COCC1. The catalyst is C(OCC)C. The product is [C:28]([C@@H:26]1[CH2:27][C@H:25]1[C:9]1[C:8]2[C:12](=[CH:13][CH:14]=[C:6]([C:4]#[N:5])[CH:7]=2)[N:11]([S:15]([C:18]2[CH:23]=[CH:22][C:21]([CH3:24])=[CH:20][CH:19]=2)(=[O:16])=[O:17])[CH:10]=1)(=[O:29])[CH3:34]. The yield is 0.580. (6) The reactants are [CH3:1][O:2][C:3](=[O:17])[C:4]1[CH:9]=[C:8]([CH:10]2[O:15][CH2:14][CH2:13][CH2:12][O:11]2)[N:7]=[C:6](Cl)[CH:5]=1.C1(P(C2C=CC=CC=2)C2C=CC3C(=CC=CC=3)C=2C2C3C(=CC=CC=3)C=CC=2P(C2C=CC=CC=2)C2C=CC=CC=2)C=CC=CC=1.C(=O)([O-])[O-].[Cs+].[Cs+].[C@@H:70]([NH2:74])([CH2:72][CH3:73])[CH3:71]. The catalyst is C1(C)C=CC=CC=1.C(OCC)C.C([O-])(=O)C.[Pd+2].C([O-])(=O)C. The product is [CH3:1][O:2][C:3](=[O:17])[C:4]1[CH:9]=[C:8]([CH:10]2[O:15][CH2:14][CH2:13][CH2:12][O:11]2)[N:7]=[C:6]([NH:74][C@H:70]([CH2:72][CH3:73])[CH3:71])[CH:5]=1. The yield is 0.680. (7) The reactants are [CH2:1]([C:3]1[N:19]([C@@H:20]2[C:28]3[C:23](=[CH:24][C:25]([C:29]4[CH:34]=[CH:33][CH:32]=[CH:31][C:30]=4[C:35]4[N:39](C(C5C=CC=CC=5)(C5C=CC=CC=5)C5C=CC=CC=5)[N:38]=[N:37][N:36]=4)=[CH:26][CH:27]=3)[CH2:22][CH2:21]2)[C:6]2=[N:7][C:8]([CH2:12][C:13]3[CH:18]=[CH:17][CH:16]=[CH:15][N:14]=3)=[CH:9][C:10]([CH3:11])=[C:5]2[N:4]=1)[CH3:2]. The catalyst is CO. The product is [NH:39]1[C:35]([C:30]2[CH:31]=[CH:32][CH:33]=[CH:34][C:29]=2[C:25]2[CH:24]=[C:23]3[C:28](=[CH:27][CH:26]=2)[C@@H:20]([N:19]2[C:6]4=[N:7][C:8]([CH2:12][C:13]5[CH:18]=[CH:17][CH:16]=[CH:15][N:14]=5)=[CH:9][C:10]([CH3:11])=[C:5]4[N:4]=[C:3]2[CH2:1][CH3:2])[CH2:21][CH2:22]3)=[N:36][N:37]=[N:38]1. The yield is 0.540. (8) The reactants are C(OC([NH:8][C:9]1([C:13]([NH:15][C:16]2[CH:21]=[CH:20][C:19](/[CH:22]=[CH:23]/[C:24]([O:26][CH2:27][CH3:28])=[O:25])=[CH:18][CH:17]=2)=[O:14])[CH2:12][CH2:11][CH2:10]1)=O)(C)(C)C.[ClH:29].C(OCC)(=O)C. The catalyst is C(Cl)(Cl)Cl. The product is [ClH:29].[NH2:8][C:9]1([C:13]([NH:15][C:16]2[CH:21]=[CH:20][C:19](/[CH:22]=[CH:23]/[C:24]([O:26][CH2:27][CH3:28])=[O:25])=[CH:18][CH:17]=2)=[O:14])[CH2:12][CH2:11][CH2:10]1. The yield is 0.910.